From a dataset of Catalyst prediction with 721,799 reactions and 888 catalyst types from USPTO. Predict which catalyst facilitates the given reaction. (1) Reactant: [C:1]1([N:7]2[CH2:12][CH2:11][N:10]([C:13]([C:15]3[CH:20]=[CH:19][C:18]([NH:21][CH2:22][C:23]4[CH:30]=[CH:29][C:26]([C:27]#[N:28])=[CH:25][CH:24]=4)=[CH:17][CH:16]=3)=[O:14])[CH2:9][CH2:8]2)[CH:6]=[CH:5][CH:4]=[CH:3][CH:2]=1.[C:31]1([S:37](Cl)(=[O:39])=[O:38])[CH:36]=[CH:35][CH:34]=[CH:33][CH:32]=1.N1C=CC=CC=1. Product: [C:27]([C:26]1[CH:25]=[CH:24][C:23]([CH2:22][N:21]([C:18]2[CH:19]=[CH:20][C:15]([C:13]([N:10]3[CH2:11][CH2:12][N:7]([C:1]4[CH:6]=[CH:5][CH:4]=[CH:3][CH:2]=4)[CH2:8][CH2:9]3)=[O:14])=[CH:16][CH:17]=2)[S:37]([C:31]2[CH:36]=[CH:35][CH:34]=[CH:33][CH:32]=2)(=[O:39])=[O:38])=[CH:30][CH:29]=1)#[N:28]. The catalyst class is: 4. (2) Reactant: Cl[CH2:2][CH2:3][N:4]1[CH2:10][CH2:9][C:8]2[CH:11]=[CH:12][C:13]([C:15]3[N:19]([CH3:20])[N:18]=[C:17]([CH3:21])[CH:16]=3)=[CH:14][C:7]=2[CH2:6][CH2:5]1.[F:22][C:23]1[CH:24]=[C:25]([C:30]2[N:31]([CH3:36])[C:32](=[S:35])[NH:33][N:34]=2)[CH:26]=[CH:27][C:28]=1[F:29].C(N(CC)C(C)C)(C)C.[I-].[Na+]. Product: [F:22][C:23]1[CH:24]=[C:25]([C:30]2[N:31]([CH3:36])[C:32]([S:35][CH2:2][CH2:3][N:4]3[CH2:10][CH2:9][C:8]4[CH:11]=[CH:12][C:13]([C:15]5[N:19]([CH3:20])[N:18]=[C:17]([CH3:21])[CH:16]=5)=[CH:14][C:7]=4[CH2:6][CH2:5]3)=[N:33][N:34]=2)[CH:26]=[CH:27][C:28]=1[F:29]. The catalyst class is: 9. (3) Reactant: C([SiH2][O:6][C:7](C)(C)[C:8]1[CH:9]=[CH:10][C:11]([NH:14][C:15]2[N:16]=[CH:17][C:18]3[CH:23]=[C:22]([C:24]#[N:25])[N:21]([CH:26]4[CH2:30][CH2:29][CH2:28][CH2:27]4)[C:19]=3[N:20]=2)=[N:12][CH:13]=1)(C)(C)C.N1C=CC=CC=1.C([O-])(O)=O.[Na+]. Product: [CH:26]1([N:21]2[C:19]3[N:20]=[C:15]([NH:14][C:11]4[CH:10]=[CH:9][C:8]([CH2:7][OH:6])=[CH:13][N:12]=4)[N:16]=[CH:17][C:18]=3[CH:23]=[C:22]2[C:24]#[N:25])[CH2:27][CH2:28][CH2:29][CH2:30]1. The catalyst class is: 56. (4) Reactant: [CH3:1][C:2]1[N:7]=[CH:6][C:5]([O:8][C:9]2[CH:14]=[CH:13][C:12]([NH:15][C:16]3[C:25]4[C:20](=[CH:21][CH:22]=[C:23]([C:26]5[O:30][C:29]([CH:31]=O)=[CH:28][CH:27]=5)[CH:24]=4)[N:19]=[CH:18][N:17]=3)=[CH:11][C:10]=2[CH3:33])=[CH:4][CH:3]=1.Cl.[CH3:35][P:36]1(=O)[CH2:41][CH2:40][NH:39][CH2:38][CH2:37]1.CCN(C(C)C)C(C)C.C(O[BH-](OC(=O)C)OC(=O)C)(=O)C.[Na+]. Product: [CH3:1][C:2]1[N:7]=[CH:6][C:5]([O:8][C:9]2[CH:14]=[CH:13][C:12]([NH:15][C:16]3[C:25]4[C:20](=[CH:21][CH:22]=[C:23]([C:26]5[O:30][C:29]([CH2:31][N:39]6[CH2:40][CH2:41][P:36]([CH3:35])[CH2:37][CH2:38]6)=[CH:28][CH:27]=5)[CH:24]=4)[N:19]=[CH:18][N:17]=3)=[CH:11][C:10]=2[CH3:33])=[CH:4][CH:3]=1. The catalyst class is: 411. (5) Reactant: [C:1]([O:9][C@H:10]1[C@@H:14]([O:15][C:16](=[O:23])[C:17]2[CH:22]=[CH:21][CH:20]=[CH:19][CH:18]=2)[C@H:13]([N:24]2[CH:29]=[C:28](I)[C:27](=[O:31])[NH:26][C:25]2=[O:32])[O:12][C@@H:11]1[CH2:33][O:34][C:35](=[O:42])[C:36]1[CH:41]=[CH:40][CH:39]=[CH:38][CH:37]=1)(=[O:8])[C:2]1[CH:7]=[CH:6][CH:5]=[CH:4][CH:3]=1.[CH3:43][O:44][C:45]1[CH:50]=[CH:49][C:48](B(O)O)=[CH:47][CH:46]=1.C(=O)([O-])[O-].[Cs+].[Cs+].C(=O)(O)[O-].[Na+]. Product: [C:1]([O:9][C@H:10]1[C@@H:14]([O:15][C:16](=[O:23])[C:17]2[CH:22]=[CH:21][CH:20]=[CH:19][CH:18]=2)[C@H:13]([N:24]2[CH:29]=[C:28]([C:48]3[CH:49]=[CH:50][C:45]([O:44][CH3:43])=[CH:46][CH:47]=3)[C:27](=[O:31])[NH:26][C:25]2=[O:32])[O:12][C@@H:11]1[CH2:33][O:34][C:35](=[O:42])[C:36]1[CH:41]=[CH:40][CH:39]=[CH:38][CH:37]=1)(=[O:8])[C:2]1[CH:7]=[CH:6][CH:5]=[CH:4][CH:3]=1. The catalyst class is: 12. (6) Reactant: F[C:2]1[CH:9]=[CH:8][C:5]([C:6]#[N:7])=[CH:4][CH:3]=1.[F:10][C:11]([F:21])([F:20])[O:12][C:13]1[CH:14]=[C:15]([OH:19])[CH:16]=[CH:17][CH:18]=1.C(=O)([O-])[O-].[Cs+].[Cs+].Cl. Product: [F:10][C:11]([F:20])([F:21])[O:12][C:13]1[CH:14]=[C:15]([CH:16]=[CH:17][CH:18]=1)[O:19][C:2]1[CH:9]=[CH:8][C:5]([C:6]#[N:7])=[CH:4][CH:3]=1. The catalyst class is: 3.